This data is from Forward reaction prediction with 1.9M reactions from USPTO patents (1976-2016). The task is: Predict the product of the given reaction. (1) Given the reactants [Br:1][C:2]1[CH:3]=[CH:4][C:5]([NH2:8])=[N:6][CH:7]=1.BrC1C=CC(OC)=C(N[C:17](=[O:23])[O:18][C:19]([CH3:22])([CH3:21])[CH3:20])C=1.C(OCC)(=O)C.CCCCCCC.CO[C@@H]1[C@@H](C(OC)=O)[C@@H]2[C@@H](CN3[C@H](C2)C2NC4C=C(OC)C=CC=4C=2CC3)C[C@H]1OC(C1C=C(OC)C(OC)=C(OC)C=1)=O, predict the reaction product. The product is: [Br:1][C:2]1[CH:3]=[CH:4][C:5]([NH:8][C:17](=[O:23])[O:18][C:19]([CH3:22])([CH3:21])[CH3:20])=[N:6][CH:7]=1. (2) Given the reactants [NH2:1][OH:2].[CH3:3][CH:4]([N:6]([C:10]1[CH:15]=[CH:14][CH:13]=[CH:12][CH:11]=1)[C:7](Cl)=[O:8])[CH3:5], predict the reaction product. The product is: [OH:2][NH:1][C:7](=[O:8])[N:6]([CH:4]([CH3:5])[CH3:3])[C:10]1[CH:15]=[CH:14][CH:13]=[CH:12][CH:11]=1. (3) Given the reactants [C:1]([O:5][C:6](=[O:16])[NH:7][C:8]1[CH:13]=[C:12]([F:14])[CH:11]=[CH:10][C:9]=1[NH2:15])([CH3:4])([CH3:3])[CH3:2].[CH3:17][C:18](C)([O-])C.[K+].ICC, predict the reaction product. The product is: [C:1]([O:5][C:6](=[O:16])[NH:7][C:8]1[CH:13]=[C:12]([F:14])[CH:11]=[CH:10][C:9]=1[NH:15][CH2:17][CH3:18])([CH3:4])([CH3:2])[CH3:3]. (4) The product is: [Br:18][C:19]1[C:20]([CH3:29])=[N:21][N:22]([CH2:25][C:26]([NH:13][CH2:12][CH:8]2[O:9][CH2:10][CH2:11][N:6]([CH2:5][C:4]3[CH:14]=[CH:15][C:16]([Cl:17])=[C:2]([Cl:1])[CH:3]=3)[CH2:7]2)=[O:27])[C:23]=1[CH3:24]. Given the reactants [Cl:1][C:2]1[CH:3]=[C:4]([CH:14]=[CH:15][C:16]=1[Cl:17])[CH2:5][N:6]1[CH2:11][CH2:10][O:9][CH:8]([CH2:12][NH2:13])[CH2:7]1.[Br:18][C:19]1[C:20]([CH3:29])=[N:21][N:22]([CH2:25][C:26](O)=[O:27])[C:23]=1[CH3:24], predict the reaction product. (5) Given the reactants [CH2:1]([O:3][C@H:4]([CH3:52])[CH2:5][O:6][CH2:7][C:8]1[CH:13]=[CH:12][C:11]([C@@H:14]2[C@@H:19]([O:20][CH2:21][C:22]3[CH:23]=[CH:24][C:25]4[O:30][CH2:29][CH2:28][N:27]([CH2:31][CH2:32][CH2:33][O:34][CH3:35])[C:26]=4[CH:36]=3)[CH2:18][N:17]([S:37]([C:40]3[CH:45]=[CH:44][C:43]([CH3:46])=[CH:42][CH:41]=3)(=[O:39])=[O:38])[C@@H:16]([CH2:47][CH2:48][C:49]([OH:51])=[O:50])[CH2:15]2)=[CH:10][CH:9]=1)[CH3:2].[Si](C=[N+]=[N-])(C)(C)[CH3:54].S([O-])([O-])(=O)=O.[Mg+2], predict the reaction product. The product is: [CH3:54][O:50][C:49](=[O:51])[CH2:48][CH2:47][C@H:16]1[CH2:15][C@H:14]([C:11]2[CH:12]=[CH:13][C:8]([CH2:7][O:6][CH2:5][C@H:4]([O:3][CH2:1][CH3:2])[CH3:52])=[CH:9][CH:10]=2)[C@@H:19]([O:20][CH2:21][C:22]2[CH:23]=[CH:24][C:25]3[O:30][CH2:29][CH2:28][N:27]([CH2:31][CH2:32][CH2:33][O:34][CH3:35])[C:26]=3[CH:36]=2)[CH2:18][N:17]1[S:37]([C:40]1[CH:45]=[CH:44][C:43]([CH3:46])=[CH:42][CH:41]=1)(=[O:39])=[O:38]. (6) Given the reactants [NH2:1][C:2]1[N:7]=[CH:6][N:5]=[C:4]2[N:8]([CH:12]([C:14]3[O:15][C:16](=[O:30])[C:17]4[C:22]([C:23]=3[C:24]3[CH:29]=[CH:28][CH:27]=[CH:26][CH:25]=3)=[CH:21][CH:20]=[CH:19][CH:18]=4)[CH3:13])[N:9]=[C:10](I)[C:3]=12.C([O:38][C:39]1[CH:40]=[C:41](B(O)O)[CH:42]=[N:43][C:44]=1[C:45]([F:48])([F:47])[F:46])C1C=CC=CC=1.Cl.[H][H], predict the reaction product. The product is: [NH2:1][C:2]1[N:7]=[CH:6][N:5]=[C:4]2[N:8]([CH:12]([C:14]3[O:15][C:16](=[O:30])[C:17]4[C:22]([C:23]=3[C:24]3[CH:29]=[CH:28][CH:27]=[CH:26][CH:25]=3)=[CH:21][CH:20]=[CH:19][CH:18]=4)[CH3:13])[N:9]=[C:10]([C:41]3[CH:42]=[N:43][C:44]([C:45]([F:47])([F:48])[F:46])=[C:39]([OH:38])[CH:40]=3)[C:3]=12. (7) Given the reactants [CH3:1][O:2][C:3](=[O:19])[C:4]1[CH:9]=[C:8](I)[C:7]([C:11]([F:14])([F:13])[F:12])=[CH:6][C:5]=1[NH:15][C:16](=[O:18])[CH3:17].C([Sn](CCCC)(CCCC)[C:25]1[O:26][CH2:27][CH2:28][CH:29]=1)CCC.CCN(CC)CC, predict the reaction product. The product is: [CH3:1][O:2][C:3](=[O:19])[C:4]1[CH:9]=[C:8]([C:25]2[O:26][CH2:27][CH2:28][CH:29]=2)[C:7]([C:11]([F:14])([F:13])[F:12])=[CH:6][C:5]=1[NH:15][C:16](=[O:18])[CH3:17].